The task is: Regression/Classification. Given a drug SMILES string, predict its absorption, distribution, metabolism, or excretion properties. Task type varies by dataset: regression for continuous measurements (e.g., permeability, clearance, half-life) or binary classification for categorical outcomes (e.g., BBB penetration, CYP inhibition). Dataset: cyp1a2_veith.. This data is from CYP1A2 inhibition data for predicting drug metabolism from PubChem BioAssay. (1) The compound is Fc1ccc(NCc2ccccc2F)cc1Cl. The result is 1 (inhibitor). (2) The compound is Cc1cnc(CNc2ncnc3ccc(-c4ccccc4C)cc23)cn1. The result is 1 (inhibitor). (3) The molecule is COc1ccc(OC(=O)c2ccncc2)cc1. The result is 1 (inhibitor). (4) The molecule is Cc1cccc(-c2nnc(SCc3ccccc3)o2)c1. The result is 1 (inhibitor). (5) The compound is Cc1ccc(S(=O)(=O)N2CCN(S(C)(=O)=O)C2)cc1. The result is 0 (non-inhibitor). (6) The compound is O=[As]c1ccc(S(=O)(=O)NCCO)cc1. The result is 0 (non-inhibitor). (7) The molecule is Cc1noc(C)c1-c1cc(N2CCN(C)CC2)ncn1. The result is 1 (inhibitor).